From a dataset of Full USPTO retrosynthesis dataset with 1.9M reactions from patents (1976-2016). Predict the reactants needed to synthesize the given product. (1) Given the product [F:1][C:2]1[CH:16]=[CH:15][C:5]2[CH2:6][CH2:7][CH2:8][C:9]3[S:13][C:12]([NH:14][C:29](=[O:30])[CH2:28][CH2:27][CH2:26][CH2:25][Br:24])=[N:11][C:10]=3[C:4]=2[CH:3]=1, predict the reactants needed to synthesize it. The reactants are: [F:1][C:2]1[CH:16]=[CH:15][C:5]2[CH2:6][CH2:7][CH2:8][C:9]3[S:13][C:12]([NH2:14])=[N:11][C:10]=3[C:4]=2[CH:3]=1.C(N(CC)CC)C.[Br:24][CH2:25][CH2:26][CH2:27][CH2:28][C:29](Cl)=[O:30]. (2) The reactants are: [CH3:1][C:2]1[O:6][C:5]([C:7]([NH:9][C:10]([C:13]2[N:19]([CH3:20])[C:17](=[O:18])[C:16]([OH:21])=[C:15]([C:22]([NH:24][CH2:25][C:26]3[CH:27]=[CH:28][C:29]([F:32])=[CH:30][CH:31]=3)=[O:23])[N:14]=2)([CH3:12])[CH3:11])=[O:8])=[N:4][N:3]=1.C(O)C.C(#N)C.C([O-])(=O)C.[Ca+2:43].C([O-])(=O)C. Given the product [CH3:1][C:2]1[O:6][C:5]([C:7]([NH:9][C:10]([C:13]2[N:19]([CH3:20])[C:17](=[O:18])[C:16]([OH:21])=[C:15]([C:22]([NH:24][CH2:25][C:26]3[CH:27]=[CH:28][C:29]([F:32])=[CH:30][CH:31]=3)=[O:23])[N:14]=2)([CH3:12])[CH3:11])=[O:8])=[N:4][N:3]=1.[Ca:43], predict the reactants needed to synthesize it. (3) Given the product [Cl:11][C:12]1[CH:17]=[CH:16][CH:15]=[C:14]([Cl:18])[C:13]=1[C:19]1[NH:20][C:21]([C:38]2[CH:39]=[CH:40][CH:41]=[CH:42][CH:43]=2)=[C:22]([C:24]2[N:29]=[C:28]([NH:30][CH2:31][CH:32]([CH3:34])[CH3:33])[C:27]([NH2:35])=[CH:26][CH:25]=2)[N:23]=1, predict the reactants needed to synthesize it. The reactants are: S(S([O-])=O)([O-])=O.[Na+].[Na+].[NH4+].[OH-].[Cl:11][C:12]1[CH:17]=[CH:16][CH:15]=[C:14]([Cl:18])[C:13]=1[C:19]1[NH:20][C:21]([C:38]2[CH:43]=[CH:42][CH:41]=[CH:40][CH:39]=2)=[C:22]([C:24]2[N:29]=[C:28]([NH:30][CH2:31][CH:32]([CH3:34])[CH3:33])[C:27]([N+:35]([O-])=O)=[CH:26][CH:25]=2)[N:23]=1.O.